Predict the product of the given reaction. From a dataset of Forward reaction prediction with 1.9M reactions from USPTO patents (1976-2016). (1) Given the reactants [NH2:1][CH:2]([C:8]1([S:21][CH2:22][CH2:23][OH:24])[CH2:13][CH2:12][N:11]([CH2:14][C:15]2[CH:20]=[CH:19][CH:18]=[CH:17][CH:16]=2)[CH2:10][CH2:9]1)[C:3]([O:5][CH2:6][CH3:7])=[O:4].[CH2:25]([O:29][C:30]1[CH:35]=[CH:34][C:33]([S:36](Cl)(=[O:38])=[O:37])=[CH:32][CH:31]=1)[C:26]#[C:27][CH3:28].C(N(CC)C(C)C)(C)C, predict the reaction product. The product is: [CH2:14]([N:11]1[CH2:12][CH2:13][C:8]([CH:2]([NH:1][S:36]([C:33]2[CH:32]=[CH:31][C:30]([O:29][CH2:25][C:26]#[C:27][CH3:28])=[CH:35][CH:34]=2)(=[O:38])=[O:37])[C:3]([O:5][CH2:6][CH3:7])=[O:4])([S:21][CH2:22][CH2:23][OH:24])[CH2:9][CH2:10]1)[C:15]1[CH:20]=[CH:19][CH:18]=[CH:17][CH:16]=1. (2) Given the reactants C(N(CC)CC)C.[CH:8]([C:10]1[C:18]2[C:13](=[C:14]([CH3:19])[CH:15]=[CH:16][CH:17]=2)[N:12](C(OC(C)(C)C)=O)[CH:11]=1)=[O:9].[CH:27](=[N:34][C:35]1[CH:36]=[C:37]([CH2:43][OH:44])[CH:38]=[C:39]([O:41][CH3:42])[CH:40]=1)[C:28]1[CH:33]=[CH:32][CH:31]=[CH:30][CH:29]=1, predict the reaction product. The product is: [OH:44][CH2:43][C:37]1[CH:36]=[C:35]([NH:34][CH:27]([C:28]2[CH:33]=[CH:32][CH:31]=[CH:30][CH:29]=2)[C:8]([C:10]2[C:18]3[C:13](=[C:14]([CH3:19])[CH:15]=[CH:16][CH:17]=3)[NH:12][CH:11]=2)=[O:9])[CH:40]=[C:39]([O:41][CH3:42])[CH:38]=1. (3) Given the reactants [CH:1]([N:4]1[C:13]2[C:8](=[CH:9][C:10]([O:14][CH2:15][C:16]#[CH:17])=[CH:11][CH:12]=2)[C:7]([C:18]2[CH:23]=[CH:22][C:21]([CH:24]([CH3:26])[CH3:25])=[CH:20][CH:19]=2)=[N:6][C:5]1=O)([CH3:3])[CH3:2].COC1C=CC(P2(SP(C3C=CC(OC)=CC=3)(=S)S2)=[S:37])=CC=1, predict the reaction product. The product is: [CH:1]([N:4]1[C:13]2[C:8](=[CH:9][C:10]([O:14][CH2:15][C:16]#[CH:17])=[CH:11][CH:12]=2)[C:7]([C:18]2[CH:23]=[CH:22][C:21]([CH:24]([CH3:26])[CH3:25])=[CH:20][CH:19]=2)=[N:6][C:5]1=[S:37])([CH3:3])[CH3:2]. (4) Given the reactants [O:1]1[CH2:5][CH2:4][CH:3]([CH2:6][OH:7])[CH2:2]1.C(N(CC)CC)C.[C:15]1([CH3:25])[CH:20]=[CH:19][C:18]([S:21](Cl)(=[O:23])=[O:22])=[CH:17][CH:16]=1.O, predict the reaction product. The product is: [CH3:25][C:15]1[CH:20]=[CH:19][C:18]([S:21]([O:7][CH2:6][CH:3]2[CH2:4][CH2:5][O:1][CH2:2]2)(=[O:23])=[O:22])=[CH:17][CH:16]=1. (5) Given the reactants [NH2:1][C:2]1[C:3]([F:12])=[C:4]([CH:9]=[CH:10][CH:11]=1)[C:5]([O:7][CH3:8])=[O:6].N1C=CC=CC=1.[CH2:19]([N:21]([CH3:26])[S:22](Cl)(=[O:24])=[O:23])[CH3:20], predict the reaction product. The product is: [CH2:19]([N:21]([CH3:26])[S:22]([NH:1][C:2]1[C:3]([F:12])=[C:4]([CH:9]=[CH:10][CH:11]=1)[C:5]([O:7][CH3:8])=[O:6])(=[O:24])=[O:23])[CH3:20]. (6) Given the reactants [CH3:1][C:2]1[C:10]([S:11]([CH3:14])(=[O:13])=[O:12])=[C:9]([S:15]([CH3:18])(=[O:17])=[O:16])[CH:8]=[CH:7][C:3]=1[C:4](O)=[O:5].S(Cl)([Cl:21])=O, predict the reaction product. The product is: [CH3:1][C:2]1[C:10]([S:11]([CH3:14])(=[O:13])=[O:12])=[C:9]([S:15]([CH3:18])(=[O:17])=[O:16])[CH:8]=[CH:7][C:3]=1[C:4]([Cl:21])=[O:5]. (7) Given the reactants [NH2:1][C:2]1[CH:11]=[C:10]2[C:5]([CH:6]=[CH:7][C:8]([C:12]([NH:14][C:15]3[CH:16]=[C:17]([CH:22]=[CH:23][CH:24]=3)[C:18]([O:20][CH3:21])=[O:19])=[O:13])=[CH:9]2)=[CH:4][CH:3]=1.[OH-:25].[Na+].ClC(Cl)(O[C:31](=[O:37])[O:32][C:33](Cl)(Cl)Cl)Cl.Cl.[CH2:40]1[CH2:44][O:43][CH2:42][CH2:41]1, predict the reaction product. The product is: [CH3:21][O:20][C:18]([C:17]1[CH:16]=[C:15]([NH:14][C:12]([C:8]2[CH:9]=[C:10]3[C:5]([CH:4]=[CH:3][C:2]([NH:1][C:12]([NH:14][C:15]4[CH:16]=[C:42]5[C:22]([CH:17]=[CH:18][C:40]([C:44]([NH:1][C:2]6[CH:11]=[C:10]([CH:5]=[CH:4][CH:3]=6)[C:31]([O:32][CH3:33])=[O:37])=[O:43])=[CH:41]5)=[CH:23][CH:24]=4)=[O:25])=[CH:11]3)=[CH:6][CH:7]=2)=[O:13])[CH:24]=[CH:23][CH:22]=1)=[O:19]. (8) Given the reactants [CH2:1]([S:8]([NH:11][C:12]([CH:14]1[CH2:19][CH2:18][N:17](C(OC(C)(C)C)=O)[CH2:16][CH2:15]1)=[O:13])(=[O:10])=[O:9])[C:2]1[CH:7]=[CH:6][CH:5]=[CH:4][CH:3]=1.C(O)=O, predict the reaction product. The product is: [CH2:1]([S:8]([NH:11][C:12]([CH:14]1[CH2:19][CH2:18][NH:17][CH2:16][CH2:15]1)=[O:13])(=[O:9])=[O:10])[C:2]1[CH:3]=[CH:4][CH:5]=[CH:6][CH:7]=1.